Dataset: Full USPTO retrosynthesis dataset with 1.9M reactions from patents (1976-2016). Task: Predict the reactants needed to synthesize the given product. (1) Given the product [Br:1][C:2]1[C:10]([CH3:11])=[CH:9][CH:8]=[CH:7][C:3]=1[C:4]([O:6][CH2:18][C:19]1[CH:24]=[CH:23][CH:22]=[CH:21][CH:20]=1)=[O:5], predict the reactants needed to synthesize it. The reactants are: [Br:1][C:2]1[C:10]([CH3:11])=[CH:9][CH:8]=[CH:7][C:3]=1[C:4]([OH:6])=[O:5].C([O-])([O-])=O.[K+].[K+].[CH2:18](Cl)[C:19]1[CH:24]=[CH:23][CH:22]=[CH:21][CH:20]=1. (2) Given the product [CH3:1][C@:2]12[CH2:3][CH2:4][C@H:5]3[C@@H:14]([CH2:13][CH2:12][C:11]4[CH:10]=[C:9]([O:20][CH2:28][C:29]([OH:31])=[O:30])[CH:8]=[CH:7][C:6]=43)[C@@H:15]1[CH2:16][CH2:17][C:18]2=[O:19], predict the reactants needed to synthesize it. The reactants are: [CH3:1][C@@:2]12[C:18](=[O:19])[CH2:17][CH2:16][C@H:15]1[C@H:14]1[C@@H:5]([C:6]3[CH:7]=[CH:8][C:9]([OH:20])=[CH:10][C:11]=3[CH2:12][CH2:13]1)[CH2:4][CH2:3]2.C(=O)([O-])[O-].[K+].[K+].Br[CH2:28][C:29]([O:31]CC)=[O:30]. (3) The reactants are: [CH2:1]([C:4]1[CH:9]=[CH:8][C:7]([C:10]#[C:11][C:12]2[CH:19]=[CH:18][C:15]([CH:16]=O)=[CH:14][CH:13]=2)=[CH:6][CH:5]=1)[CH2:2][CH3:3].[NH2:20][C:21]1[CH:22]=[CH:23][C:24]2[O:29][C:28]([CH3:31])([CH3:30])[O:27][C:26](=[O:32])[C:25]=2[CH:33]=1. Given the product [CH3:30][C:28]1([CH3:31])[O:29][C:24]2[CH:23]=[CH:22][C:21]([NH:20][CH2:16][C:15]3[CH:18]=[CH:19][C:12]([C:11]#[C:10][C:7]4[CH:8]=[CH:9][C:4]([CH2:1][CH2:2][CH3:3])=[CH:5][CH:6]=4)=[CH:13][CH:14]=3)=[CH:33][C:25]=2[C:26](=[O:32])[O:27]1, predict the reactants needed to synthesize it. (4) Given the product [NH2:1][C:2]1[C:15]([Br:19])=[CH:14][C:13]([Cl:16])=[CH:12][C:3]=1[C:4]([NH:6][CH:7]([CH:9]1[CH2:11][CH2:10]1)[CH3:8])=[O:5], predict the reactants needed to synthesize it. The reactants are: [NH2:1][C:2]1[CH:15]=[CH:14][C:13]([Cl:16])=[CH:12][C:3]=1[C:4]([NH:6][CH:7]([CH:9]1[CH2:11][CH2:10]1)[CH3:8])=[O:5].[H-].[Na+].[Br:19]Br.Cl. (5) Given the product [Br:18][C:19]1[CH:24]=[CH:23][C:22]([C:25]([CH:26]2[C:6](=[O:17])[C:7]3[C:8](=[CH:13][CH:14]=[CH:15][CH:16]=3)[C:9]2=[O:11])=[O:27])=[CH:21][CH:20]=1, predict the reactants needed to synthesize it. The reactants are: CO.[Na].CO[C:6](=[O:17])[C:7]1[C:8](=[CH:13][CH:14]=[CH:15][CH:16]=1)[C:9]([O:11]C)=O.[Br:18][C:19]1[CH:24]=[CH:23][C:22]([C:25](=[O:27])[CH3:26])=[CH:21][CH:20]=1. (6) Given the product [ClH:1].[Cl:1][C:2]1[CH:13]=[CH:12][C:5]([O:6][C:7]([CH3:10])([CH3:11])[C:8](=[NH:9])[O:17][CH2:15][CH3:16])=[CH:4][CH:3]=1, predict the reactants needed to synthesize it. The reactants are: [Cl:1][C:2]1[CH:13]=[CH:12][C:5]([O:6][C:7]([CH3:11])([CH3:10])[C:8]#[N:9])=[CH:4][CH:3]=1.Cl.[CH2:15]([OH:17])[CH3:16]. (7) Given the product [CH3:1][C:2]1[C:10]([CH3:11])=[C:9]2[C:5]([CH2:6][CH2:7][CH:8]2[NH2:15])=[CH:4][CH:3]=1, predict the reactants needed to synthesize it. The reactants are: [CH3:1][C:2]1[C:10]([CH3:11])=[C:9]2[C:5]([CH2:6][CH2:7][C:8]2=O)=[CH:4][CH:3]=1.[BH3-]C#[N:15].[Na+].